Task: Predict the reactants needed to synthesize the given product.. Dataset: Full USPTO retrosynthesis dataset with 1.9M reactions from patents (1976-2016) (1) Given the product [CH3:1][C:2]1[CH:3]=[C:4]([C:9]2[C:22]3[C:21]4[N:20]=[C:19]([CH3:23])[CH:18]=[CH:17][C:16]=4[C:15]4=[N:24][C:38]5[CH:43]=[CH:42][CH:41]=[CH:40][C:39]=5[N:14]4[C:13]=3[CH:12]=[CH:11][CH:10]=2)[CH:5]=[C:6]([CH3:8])[CH:7]=1, predict the reactants needed to synthesize it. The reactants are: [CH3:1][C:2]1[CH:3]=[C:4]([C:9]2[C:22]3[C:21]4[N:20]=[C:19]([CH3:23])[CH:18]=[CH:17][C:16]=4[C:15]([NH2:24])=[N:14][C:13]=3[CH:12]=[CH:11][CH:10]=2)[CH:5]=[C:6]([CH3:8])[CH:7]=1.CNCCNC.C(=O)([O-])[O-].[Cs+].[Cs+].I[C:38]1[CH:43]=[CH:42][CH:41]=[CH:40][C:39]=1I.O.[Cl-].[Na+].O. (2) The reactants are: F[C:2]1[N:7]2[CH:8]=[C:9]([CH2:11][N:12]([CH3:23])[C@@H:13]3[C:22]4[N:21]=[CH:20][CH:19]=[CH:18][C:17]=4[CH2:16][CH2:15][CH2:14]3)[N:10]=[C:6]2[CH:5]=[CH:4][CH:3]=1.[C:24]([NH:27][C@@H:28]1[CH2:32][CH2:31][NH:30][CH2:29]1)(=[O:26])[CH3:25]. Given the product [CH3:23][N:12]([CH2:11][C:9]1[N:10]=[C:6]2[CH:5]=[CH:4][CH:3]=[C:2]([N:30]3[CH2:31][CH2:32][C@@H:28]([NH:27][C:24](=[O:26])[CH3:25])[CH2:29]3)[N:7]2[CH:8]=1)[C@@H:13]1[C:22]2[N:21]=[CH:20][CH:19]=[CH:18][C:17]=2[CH2:16][CH2:15][CH2:14]1, predict the reactants needed to synthesize it.